Binary Classification. Given a miRNA mature sequence and a target amino acid sequence, predict their likelihood of interaction. From a dataset of Experimentally validated miRNA-target interactions with 360,000+ pairs, plus equal number of negative samples. The miRNA is bta-miR-15a with sequence UAGCAGCACAUAAUGGUUUGU. The protein sequence of the target gene is MVKLANPLYTEWILEAIKKVKKQKQRPSEERICNAVSSSHGLDRKTVLEQLELSVKDGTILKVSNKGLNSYKDPDNPGRIALPKPRNHGKLDNKQNVDWNKLIKRAVEGLAESGGSTLKSIERFLKGQKDVSALFGGSAASGFHQQLRLAIKRAIGHGRLLKDGPLYRLNTKATNVDGKESCESLSCLPPVSLLPHEKDKPVAEPIPICSFCLGTKEQNREKKPEELISCADCGNSGHPSCLKFSPELTVRVKALRWQCIECKTCSSCRDQGKNADNMLFCDSCDRGFHMECCDPPLTRM.... Result: 0 (no interaction).